This data is from Forward reaction prediction with 1.9M reactions from USPTO patents (1976-2016). The task is: Predict the product of the given reaction. Given the reactants [CH3:1][C:2]1[NH:6][N:5]=[C:4]([NH2:7])[CH:3]=1.[I-].[K+].[F:10][C:11]1[CH:48]=[CH:47][C:14]([C:15]([C:17]2[N:26]=[C:25](C3C(C(C)C)=C(S([O-])(=O)=O)C(C(C)C)=CC=3C(C)C)[C:24]3[C:19](=[CH:20][C:21]([CH3:46])=[CH:22][CH:23]=3)[N:18]=2)=[O:16])=[CH:13][CH:12]=1.O, predict the reaction product. The product is: [F:10][C:11]1[CH:12]=[CH:13][C:14]([C:15]([C:17]2[N:26]=[C:25]([NH:7][C:4]3[CH:3]=[C:2]([CH3:1])[NH:6][N:5]=3)[C:24]3[C:19](=[CH:20][C:21]([CH3:46])=[CH:22][CH:23]=3)[N:18]=2)=[O:16])=[CH:47][CH:48]=1.